Dataset: Reaction yield outcomes from USPTO patents with 853,638 reactions. Task: Predict the reaction yield, written as a fraction of the theoretical maximum amount of product (1.0 means a 100% yield; for example, 0.34 means a 34% yield). (1) The reactants are CS(C)=O.C(Cl)(=O)C(Cl)=O.C(Cl)Cl.[OH:14][CH2:15][CH:16]1[CH2:19][C:18]([CH2:42][C:43]#[N:44])([N:20]2[CH:24]=[C:23]([C:25]3[C:26]4[CH:33]=[CH:32][N:31]([CH2:34][O:35][CH2:36][CH2:37][Si:38]([CH3:41])([CH3:40])[CH3:39])[C:27]=4[N:28]=[CH:29][N:30]=3)[CH:22]=[N:21]2)[CH2:17]1.C(N(CC)CC)C. No catalyst specified. The product is [CH:15]([CH:16]1[CH2:17][C:18]([CH2:42][C:43]#[N:44])([N:20]2[CH:24]=[C:23]([C:25]3[C:26]4[CH:33]=[CH:32][N:31]([CH2:34][O:35][CH2:36][CH2:37][Si:38]([CH3:39])([CH3:41])[CH3:40])[C:27]=4[N:28]=[CH:29][N:30]=3)[CH:22]=[N:21]2)[CH2:19]1)=[O:14]. The yield is 0.860. (2) The reactants are [N:1]1[C:10]2[C:5](=[CH:6][CH:7]=[CH:8][CH:9]=2)[CH:4]=[CH:3][C:2]=1[N:11]1[CH2:14][CH:13]([C:15]2[C:16]([C:21]3[CH2:26][CH2:25][N:24](C(OC(C)(C)C)=O)[CH2:23][CH:22]=3)=[N:17][CH:18]=[CH:19][N:20]=2)[CH2:12]1.C(O)(C(F)(F)F)=O. The catalyst is C(Cl)Cl. The product is [NH:24]1[CH2:23][CH:22]=[C:21]([C:16]2[C:15]([CH:13]3[CH2:12][N:11]([C:2]4[CH:3]=[CH:4][C:5]5[C:10](=[CH:9][CH:8]=[CH:7][CH:6]=5)[N:1]=4)[CH2:14]3)=[N:20][CH:19]=[CH:18][N:17]=2)[CH2:26][CH2:25]1. The yield is 0.990. (3) The reactants are [CH3:1][CH:2]1[CH2:7][CH2:6][N:5]([S:8]([C:11]2[CH:12]=[C:13]([CH:18]=[CH:19][CH:20]=2)[C:14]([NH:16][NH2:17])=[O:15])(=[O:10])=[O:9])[CH2:4][CH2:3]1.[Cl:21][C:22]1[CH:23]=[CH:24][C:25]([OH:31])=[C:26]([C:28](=O)[CH3:29])[CH:27]=1. The catalyst is CO.C(O)(=O)C. The product is [Cl:21][C:22]1[CH:23]=[CH:24][C:25]([OH:31])=[C:26](/[C:28](=[N:17]/[NH:16][C:14](=[O:15])[C:13]2[CH:18]=[CH:19][CH:20]=[C:11]([S:8]([N:5]3[CH2:6][CH2:7][CH:2]([CH3:1])[CH2:3][CH2:4]3)(=[O:10])=[O:9])[CH:12]=2)/[CH3:29])[CH:27]=1. The yield is 0.136. (4) The reactants are [C:1]([O:5][C:6](=[O:16])[NH:7][C@@H:8]([CH3:15])[CH2:9][NH:10][C:11](=[O:14])[CH2:12]Cl)([CH3:4])([CH3:3])[CH3:2].C(=O)([O-])[O-].[K+].[K+].CC(OC(OC(OC(C)(C)C)=O)=O)(C)C.O. The catalyst is FC(F)(F)C(O)=O. The product is [CH3:15][C@H:8]1[CH2:9][NH:10][C:11](=[O:14])[CH2:12][N:7]1[C:6]([O:5][C:1]([CH3:4])([CH3:3])[CH3:2])=[O:16]. The yield is 0.780.